Dataset: Full USPTO retrosynthesis dataset with 1.9M reactions from patents (1976-2016). Task: Predict the reactants needed to synthesize the given product. Given the product [Cl:11][C:12]1[CH:17]=[CH:16][C:15]([C:2]2[CH:3]=[C:4]([C:7]([O:9][CH3:10])=[O:8])[S:5][CH:6]=2)=[CH:14][CH:13]=1, predict the reactants needed to synthesize it. The reactants are: Br[C:2]1[CH:3]=[C:4]([C:7]([O:9][CH3:10])=[O:8])[S:5][CH:6]=1.[Cl:11][C:12]1[CH:17]=[CH:16][C:15](OB(O)O)=[CH:14][CH:13]=1.